From a dataset of Peptide-MHC class I binding affinity with 185,985 pairs from IEDB/IMGT. Regression. Given a peptide amino acid sequence and an MHC pseudo amino acid sequence, predict their binding affinity value. This is MHC class I binding data. (1) The peptide sequence is PLESDAVECL. The MHC is HLA-A02:02 with pseudo-sequence HLA-A02:02. The binding affinity (normalized) is 0.228. (2) The peptide sequence is LPNRRHHLI. The MHC is HLA-B18:01 with pseudo-sequence HLA-B18:01. The binding affinity (normalized) is 0.0847. (3) The peptide sequence is ELVRKTRFL. The MHC is HLA-B15:01 with pseudo-sequence HLA-B15:01. The binding affinity (normalized) is 0.0847. (4) The peptide sequence is GELDRWEKI. The MHC is HLA-A03:01 with pseudo-sequence HLA-A03:01. The binding affinity (normalized) is 0. (5) The peptide sequence is FIRRKYLIY. The MHC is HLA-A68:01 with pseudo-sequence HLA-A68:01. The binding affinity (normalized) is 0. (6) The peptide sequence is TTNIWLKLR. The MHC is HLA-A31:01 with pseudo-sequence HLA-A31:01. The binding affinity (normalized) is 0.910. (7) The peptide sequence is LTALLSCIR. The MHC is HLA-A68:01 with pseudo-sequence HLA-A68:01. The binding affinity (normalized) is 0.812. (8) The peptide sequence is AILVTTVTLH. The MHC is HLA-A03:01 with pseudo-sequence HLA-A03:01. The binding affinity (normalized) is 0.163. (9) The peptide sequence is MPACTLELPT. The MHC is HLA-B07:02 with pseudo-sequence HLA-B07:02. The binding affinity (normalized) is 0.395. (10) The peptide sequence is EESVYRSL. The MHC is H-2-Kb with pseudo-sequence H-2-Kb. The binding affinity (normalized) is 0.218.